From a dataset of M1 muscarinic receptor antagonist screen with 61,756 compounds. Binary Classification. Given a drug SMILES string, predict its activity (active/inactive) in a high-throughput screening assay against a specified biological target. The drug is O=C1c2c(nn(c2c2ccncc2)c2ccccc2)CCC1. The result is 0 (inactive).